This data is from Full USPTO retrosynthesis dataset with 1.9M reactions from patents (1976-2016). The task is: Predict the reactants needed to synthesize the given product. (1) Given the product [Cl:1][CH2:2][C:3]1[CH:8]=[CH:7][C:6]([C:9]2[C:13]([NH:14][C:15](=[O:26])[O:16][C@@H:17]([C:19]3[CH:24]=[CH:23][CH:22]=[CH:21][C:20]=3[Br:25])[CH3:18])=[CH:12][O:11][N:10]=2)=[CH:5][CH:4]=1.[C:27]([NH:30][C@H:31]([C:34]([OH:36])=[O:35])[CH2:32][S:33][CH2:2][C:3]1[CH:8]=[CH:7][C:6]([C:9]2[C:13]([NH:14][C:15]([O:16][C@@H:17]([C:19]3[CH:24]=[CH:23][CH:22]=[CH:21][C:20]=3[Br:25])[CH3:18])=[O:26])=[CH:12][O:11][N:10]=2)=[CH:5][CH:4]=1)(=[O:29])[CH3:28], predict the reactants needed to synthesize it. The reactants are: [Cl:1][CH2:2][C:3]1[CH:8]=[CH:7][C:6]([C:9]2[C:13]([NH:14][C:15](=[O:26])[O:16][C@@H:17]([C:19]3[CH:24]=[CH:23][CH:22]=[CH:21][C:20]=3[Br:25])[CH3:18])=[CH:12][O:11][N:10]=2)=[CH:5][CH:4]=1.[C:27]([NH:30][C@H:31]([C:34]([OH:36])=[O:35])[CH2:32][SH:33])(=[O:29])[CH3:28]. (2) Given the product [ClH:54].[CH:1]1([CH2:4][NH:5][C@@H:13]2[CH2:15][C@H:14]2[C:16]2[CH:17]=[C:18]([CH:19]=[CH:20][CH:21]=2)[C:22]([NH:23][CH:24]2[CH2:29][CH2:28][C:27]([F:31])([F:30])[CH2:26][CH2:25]2)=[O:32])[CH2:3][CH2:2]1, predict the reactants needed to synthesize it. The reactants are: [CH:1]1([CH2:4][N:5]([C@@H:13]2[CH2:15][C@H:14]2[C:16]2[CH:21]=[CH:20][CH:19]=[C:18]([C:22](=[O:32])[NH:23][CH:24]3[CH2:29][CH2:28][C:27]([F:31])([F:30])[CH2:26][CH2:25]3)[CH:17]=2)C(=O)OC(C)(C)C)[CH2:3][CH2:2]1.C(OC(N[C@@H]1C[C@H]1C1C=C(C=CC=1)C(OC)=O)=O)(C)(C)C.[ClH:54].C(OCC)(=O)C.